The task is: Predict the reactants needed to synthesize the given product.. This data is from Full USPTO retrosynthesis dataset with 1.9M reactions from patents (1976-2016). (1) Given the product [NH2:41][C:35]1[CH:36]=[CH:37][C:38]([Cl:40])=[CH:39][C:34]=1[C:29]1[CH:28]=[C:27]2[N:32]([CH:24]([C:22](=[O:23])[CH2:21][CH2:15][C:7]([C:8]3[CH:9]=[CH:10][CH:11]=[CH:12][CH:13]=3)=[O:14])[CH2:25][CH2:26]2)[C:31](=[O:33])[CH:30]=1, predict the reactants needed to synthesize it. The reactants are: O1CCOCC1.[C:7]([CH:15]([CH2:21][C:22]([CH:24]1[N:32]2[C:27](=[CH:28][C:29]([C:34]3[CH:39]=[C:38]([Cl:40])[CH:37]=[CH:36][C:35]=3[NH:41]C(OC(C)(C)C)=O)=[CH:30][C:31]2=[O:33])[CH2:26][CH2:25]1)=[O:23])C(OCC)=O)(=[O:14])[C:8]1[CH:13]=[CH:12][CH:11]=[CH:10][CH:9]=1.Cl.C(=O)([O-])O.[Na+]. (2) Given the product [CH:6]([C:5]1[CH:8]=[CH:9][C:2]([O:1][C:17]([CH3:26])([CH3:25])[C:18]([O:20][C:21]([CH3:24])([CH3:23])[CH3:22])=[O:19])=[CH:3][CH:4]=1)=[O:7], predict the reactants needed to synthesize it. The reactants are: [OH:1][C:2]1[CH:9]=[CH:8][C:5]([CH:6]=[O:7])=[CH:4][CH:3]=1.C(=O)([O-])[O-].[K+].[K+].Br[C:17]([CH3:26])([CH3:25])[C:18]([O:20][C:21]([CH3:24])([CH3:23])[CH3:22])=[O:19].O. (3) The reactants are: CC([Si](C)(C)[O:6][C@@H:7]1[CH2:11][N:10]([C:12]([O:14][C:15]([CH3:18])([CH3:17])[CH3:16])=[O:13])[C@@H:9]([CH2:19][O:20][CH2:21][CH3:22])[CH2:8]1)(C)C.CCCC[N+](CCCC)(CCCC)CCCC.[F-]. Given the product [CH2:21]([O:20][CH2:19][C@H:9]1[CH2:8][C@H:7]([OH:6])[CH2:11][N:10]1[C:12]([O:14][C:15]([CH3:16])([CH3:18])[CH3:17])=[O:13])[CH3:22], predict the reactants needed to synthesize it.